This data is from Peptide-MHC class II binding affinity with 134,281 pairs from IEDB. The task is: Regression. Given a peptide amino acid sequence and an MHC pseudo amino acid sequence, predict their binding affinity value. This is MHC class II binding data. (1) The peptide sequence is NGNATPQLTKNAGVL. The MHC is HLA-DPA10301-DPB10402 with pseudo-sequence HLA-DPA10301-DPB10402. The binding affinity (normalized) is 0. (2) The peptide sequence is FKVQFLFSSMIDPLI. The MHC is DRB1_0301 with pseudo-sequence DRB1_0301. The binding affinity (normalized) is 0.572. (3) The peptide sequence is QLIYPLISPSFLVYS. The MHC is DRB1_0401 with pseudo-sequence DRB1_0401. The binding affinity (normalized) is 0.489. (4) The peptide sequence is LLRIPTHRHIIGEGC. The MHC is DRB1_0101 with pseudo-sequence DRB1_0101. The binding affinity (normalized) is 0.324. (5) The peptide sequence is KMIGGIGGFIKVRQYDQITI. The MHC is DRB1_1501 with pseudo-sequence DRB1_1501. The binding affinity (normalized) is 0.636. (6) The peptide sequence is LNKFVSPKSVIGRFV. The MHC is DRB5_0101 with pseudo-sequence DRB5_0101. The binding affinity (normalized) is 0.952.